From a dataset of Catalyst prediction with 721,799 reactions and 888 catalyst types from USPTO. Predict which catalyst facilitates the given reaction. (1) Reactant: [CH3:1][O:2][C:3]1[N:8]=[CH:7][C:6]2[CH:9]=[CH:10][CH2:11][C:5]=2[CH:4]=1.[N+](=[CH:14][C:15]([O:17][CH2:18][CH3:19])=[O:16])=[N-]. Product: [CH3:1][O:2][C:3]1[N:8]=[CH:7][C:6]2[CH:9]3[CH:14]([C:15]([O:17][CH2:18][CH3:19])=[O:16])[CH:10]3[CH2:11][C:5]=2[CH:4]=1. The catalyst class is: 2. (2) Reactant: [CH:1]1([C:4]2[N:5]=[C:6]3[CH:11]=[CH:10][C:9]([N:12]4[CH:17]=[CH:16][C:15]([OH:18])=[CH:14][C:13]4=[O:19])=[CH:8][N:7]3[C:20]=2[CH3:21])[CH2:3][CH2:2]1.[Cl:22][C:23]1[CH:24]=[CH:25][C:26]([CH2:29]O)=[N:27][CH:28]=1.C(P(CCCC)CCCC)CCC.N(C(N1CCCCC1)=O)=NC(N1CCCCC1)=O. Product: [Cl:22][C:23]1[CH:24]=[CH:25][C:26]([CH2:29][O:18][C:15]2[CH:16]=[CH:17][N:12]([C:9]3[CH:10]=[CH:11][C:6]4[N:7]([C:20]([CH3:21])=[C:4]([CH:1]5[CH2:3][CH2:2]5)[N:5]=4)[CH:8]=3)[C:13](=[O:19])[CH:14]=2)=[N:27][CH:28]=1. The catalyst class is: 49.